Dataset: Catalyst prediction with 721,799 reactions and 888 catalyst types from USPTO. Task: Predict which catalyst facilitates the given reaction. (1) Reactant: [Cl:1][C:2]1[CH:15]=[CH:14][C:5]([O:6][C:7]2[CH:13]=[CH:12][C:10]([NH2:11])=[CH:9][CH:8]=2)=[C:4]([CH:16]2[CH2:21][CH2:20][CH2:19][CH2:18][CH2:17]2)[CH:3]=1.C[N:23]([CH:25]=O)C.Br[CH2:28][C:29]([C:31]1[CH:36]=[CH:35][C:34]([O:37][CH2:38][CH2:39][CH2:40][N:41]([CH2:44][CH3:45])[CH2:42][CH3:43])=[CH:33][CH:32]=1)=O. Product: [CH2:15]([C:25]1[N:11]([C:10]2[CH:12]=[CH:13][C:7]([O:6][C:5]3[CH:14]=[CH:15][C:2]([Cl:1])=[CH:3][C:4]=3[CH:16]3[CH2:21][CH2:20][CH2:19][CH2:18][CH2:17]3)=[CH:8][CH:9]=2)[CH:28]=[C:29]([C:31]2[CH:36]=[CH:35][C:34]([O:37][CH2:38][CH2:39][CH2:40][N:41]([CH2:44][CH3:45])[CH2:42][CH3:43])=[CH:33][CH:32]=2)[N:23]=1)[CH2:2][CH2:3][CH3:4]. The catalyst class is: 238. (2) Reactant: [CH3:1][O:2][C:3]([C:5]1[S:6][CH:7]=[C:8]2[C:13]3=[CH:14][N:15](CC4C=CC(OC)=CC=4)[N:16]=[C:12]3[C:11](Cl)=[N:10][C:9]=12)=[O:4].[CH:27]1([N:30]2[CH2:35][CH2:34][N:33]([C:36]3[CH:42]=[CH:41][C:39]([NH2:40])=[CH:38][CH:37]=3)[CH2:32][CH2:31]2)[CH2:29][CH2:28]1.Cl. Product: [CH3:1][O:2][C:3]([C:5]1[S:6][CH:7]=[C:8]2[C:13]3=[CH:14][NH:15][N:16]=[C:12]3[C:11]([NH:40][C:39]3[CH:38]=[CH:37][C:36]([N:33]4[CH2:32][CH2:31][N:30]([CH:27]5[CH2:29][CH2:28]5)[CH2:35][CH2:34]4)=[CH:42][CH:41]=3)=[N:10][C:9]=12)=[O:4]. The catalyst class is: 71. (3) Reactant: [CH2:1]([O:8][C:9]1[CH:14]=[CH:13][C:12]([C:15]2([C:19]#[N:20])[CH2:18][CH2:17][CH2:16]2)=[CH:11][C:10]=1[O:21][CH3:22])[C:2]1[CH:7]=[CH:6][CH:5]=[CH:4][CH:3]=1.C(OC(=O)C)(=O)C.[N+:30]([O-])([OH:32])=[O:31]. Product: [CH2:1]([O:8][C:9]1[C:10]([O:21][CH3:22])=[CH:11][C:12]([C:15]2([C:19]#[N:20])[CH2:18][CH2:17][CH2:16]2)=[C:13]([N+:30]([O-:32])=[O:31])[CH:14]=1)[C:2]1[CH:3]=[CH:4][CH:5]=[CH:6][CH:7]=1. The catalyst class is: 15. (4) Reactant: [H-].[Na+].[CH3:3][C@@H:4]1[CH2:9][CH2:8][C@H:7]([OH:10])[CH2:6][CH2:5]1.[Cl:11][C:12]1[CH:17]=[C:16](Cl)[N:15]=[CH:14][N:13]=1.[Cl-].[NH4+]. Product: [Cl:11][C:12]1[CH:17]=[C:16]([O:10][C@H:7]2[CH2:8][CH2:9][C@@H:4]([CH3:3])[CH2:5][CH2:6]2)[N:15]=[CH:14][N:13]=1. The catalyst class is: 7. (5) Reactant: [CH3:1][N:2]1[C:6]([NH:7][NH2:8])=[C:5]([N+:9]([O-])=O)[C:4]([CH3:12])=[N:3]1.[ClH:13].O. Product: [ClH:13].[ClH:13].[NH2:9][C:5]1[C:4]([CH3:12])=[N:3][N:2]([CH3:1])[C:6]=1[NH:7][NH2:8]. The catalyst class is: 29.